This data is from Reaction yield outcomes from USPTO patents with 853,638 reactions. The task is: Predict the reaction yield, written as a fraction of the theoretical maximum amount of product (1.0 means a 100% yield; for example, 0.34 means a 34% yield). The reactants are [C:1]([O:5][C:6]([NH:8][CH2:9][C:10]1([C:17](OCC(C2C=CC=CC=2)=C)=O)[CH2:15][CH2:14][CH2:13][CH2:12][C:11]1=[O:16])=[O:7])([CH3:4])([CH3:3])[CH3:2].[CH3:29][C:30]([CH3:32])=O. No catalyst specified. The product is [O:16]=[C:11]1[CH2:12][CH2:13][CH2:14][CH2:15][C@@:10]1([CH2:9][NH:8][C:6](=[O:7])[O:5][C:1]([CH3:2])([CH3:3])[CH3:4])[CH2:17][C:30]([C:32]1[CH:14]=[CH:15][CH:10]=[CH:11][CH:12]=1)=[CH2:29]. The yield is 0.910.